This data is from Drug-target binding data from BindingDB using IC50 measurements. The task is: Regression. Given a target protein amino acid sequence and a drug SMILES string, predict the binding affinity score between them. We predict pIC50 (pIC50 = -log10(IC50 in M); higher means more potent). Dataset: bindingdb_ic50. (1) The compound is O=c1c2c(Nc3ccc(I)cc3F)cncc2ncn1C[C@H](O)CO. The target protein (Q02750) has sequence MPKKKPTPIQLNPAPDGSAVNGTSSAETNLEALQKKLEELELDEQQRKRLEAFLTQKQKVGELKDDDFEKISELGAGNGGVVFKVSHKPSGLVMARKLIHLEIKPAIRNQIIRELQVLHECNSPYIVGFYGAFYSDGEISICMEHMDGGSLDQVLKKAGRIPEQILGKVSIAVIKGLTYLREKHKIMHRDVKPSNILVNSRGEIKLCDFGVSGQLIDSMANSFVGTRSYMSPERLQGTHYSVQSDIWSMGLSLVEMAVGRYPIPPPDAKELELMFGCQVEGDAAETPPRPRTPGRPLSSYGMDSRPPMAIFELLDYIVNEPPPKLPSGVFSLEFQDFVNKCLIKNPAERADLKQLMVHAFIKRSDAEEVDFAGWLCSTIGLNQPSTPTHAAGV. The pIC50 is 7.9. (2) The compound is Cc1ccc2c(c1)CN1NC(C3CCOC3C)O[Zn+]1O2. The target protein sequence is MMNVILFLTLSNIFVFNSAQHQINLLSEIVQSRCTQWKVEHGATNISCSEIWNSFESILLSTHTKSACVMKSGLFDDFVYQLFELEQQQQQRHHTIQTEQYFHSQVMNIIRGMCKRLGVCRSLETTFPGYLFDELNWCNGSLTGNTKYGTVCGCDYKSNVVHAFWQSASAEYARRASGNIFVVLNGSVKAPFNENKTFGKIELPLLKHPRVQQLTVKLVHSLEDVNNRQTCESWSLQELANKLNSVHIPFRCIDDPLEFRHYQCIENPGKQLCQFSASTRSNVETLLILFPLVICLTFYTSMNHHHHHH. The pIC50 is 6.5. (3) The compound is COc1ccccc1/C=N/NC(=O)COc1ccc(Cl)cc1C. The target protein (Q9NQ90) has sequence MATPGPRDIPLLPGSPRRLSPQAGSRGGQGPKHGQQCLKMPGPRAPGLQGGSNRDPGQPCGGESTRSSSVINNYLDANEPVSLEARLSRMHFHDSQRKVDYVLAYHYRKRGVHLAQGFPGHSLAIVSNGETGKEPHAGGPGDIELGPLDALEEERKEQREEFEHNLMEAGLELEKDLENKSQGSIFVRIHAPWQVLAREAEFLKIKVPTKKEMYEIKAGGSIAKKFSAALQKLSSHLQPRVPEHSNNKMKNLSYPFSREKMYLYNIQEKDTFFDNATRSRIVHEILKRTACSRANNTMGINSLIANNIYEAAYPLHDGEYDSPEDDMNDRKLLYQEWARYGVFYKFQPIDLIRKYFGEKIGLYFAWLGLYTSFLIPSSVIGVIVFLYGCATIEEDIPSREMCDQQNAFTMCPLCDKSCDYWNLSSACGTAQASHLFDNPATVFFSIFMALWATMFLENWKRLQMRLGYFWDLTGIEEEEERAQEHSRPEYETKVREKMLK.... The pIC50 is 4.7. (4) The drug is COc1cc(C(=O)OCCCCN2CC(C)N(CCCCOC(=O)c3cc(OC)c(OC)c(OC)c3)CC2C)cc(OC)c1OC. The target protein (O54699) has sequence MAHGNAPRDSYHLVGISFFILGLGTLLPWNFFITAIPYFQGRLAGTNSSAETPSTNHTSPTDTFNFNNWVTLLSQLPLLLFTLLNSFLYQCIPESVRILGSLLAILLLFALTAALVKVDLSPGLFFSITMASVWFINSFCAVLQGSLFGQLGTMPSTYSTLFLSGQGLAGIFAALAMLTSLASGVDPQTSALGYFITPCVGILLSIICYLSLPHLKFARYYLTKKPQAPVQELETKAELLGADEKNGIPVSPQQAGPTLDLDPEKELELGLEEPQKPGKPSVFVVFRKIWLTALCLVLVFTVTLSVFPAITAMVTTSSNSPGKWSQFFNPICCFLLFNVMDWLGRSLTSYFLWPDEDSQLLPLLVCLRFLFVPLFMLCHVPQRARLPIIFWQDAYFITFMLLFAISNGYFVSLTMCLAPRQVLPHEREVAGALMTFFLALGLSCGASLSFLFKALL. The pIC50 is 5.8. (5) The small molecule is C=CC(=O)N1CC[C@H](Nc2cc(CN(C)C)cc(Nc3nc4cccnc4s3)n2)C1. The target protein sequence is VIDPSELTFVQEIGSGQFGLVHLGYWLNKDKVAIKTIREGAMSEEDFIEEAEVMMKLSHPKLVQLYGVCLEQAPICLVFEFMEHGCLSDYLRTQRGLFAAETLLGMCLDVCEGMAYLEEACVIHRDLAARNCLVGENQVIKVSDFGMTRFVLDDQETSSTGTKFPVKWASPEVFSFSRYSSKSDVWSFGVLMWEVFSEGKIPYENRSNSEVVEDISTGFRLYKPRLASTHVYQIMNHCWKERPEDRPAFSRLLRQLAEIAESGL. The pIC50 is 7.5. (6) The drug is Clc1cccc2c(Cl)cccc12. The target protein (P20852) has sequence MLTSGLLLVAAVAFLSVLVLMSVWKQRKLSGKLPPGPTPLPFIGNFLQLNTEQMYNSLMKISQRYGPVFTIYLGPRRIVVLCGQEAVKEALVDQAEEFSGRGEQATFDWLFKGYGVVFSSGERAKQLRRFSIATLRDFGVGKRGIEERIQEEAGFLIDSFRKTNGAFIDPTFYLSRTVSNVISSIVFGDRFDYEDKEFLSLLRMMLGSFQFTATSMGQLYEMFSSVMKHLPGPQQQAFKELQGLEDFITKKVEHNQRTLDPNSPRDFIDSFLIRMLEEKKNPNTEFYMKNLVLTTLNLFFAGTETVSTTLRYGFLLLMKHPDIEAKVHEEIDRVIGRNRQPKYEDRMKMPYTEAVIHEIQRFADMIPMGLARRVTKDTKFRDFLLPKGTEVFPMLGSVLKDPKFFSNPKDFNPKHFLDDKGQFKKNDAFVPFSIGKRYCFGEGLARMELFLFLTNIMQNFHFKSTQAPQDIDVSPRLVGFATIPPTYTMSFLSR. The pIC50 is 5.6. (7) The compound is CN(C)CCN(C)C(=O)c1ccc2ncc(-c3cc4c(N5CCOCC5)nccc4o3)n2n1. The pIC50 is 6.8. The target protein sequence is MVSSQKLEKPIEMGSSEPLPIADGDRRRKKKRRGRATDSLPGKFEDMYKLTSELLGEGAYAKVQGAVSLQNGKEYAVKIIEKQAGHSRSRVFREVETLYQCQGNKNILELIEFFEDDTRFYLVFEKLQGGSILAHIQKQKHFNEREASRVVRDVAAALDFLHTKGIAHRDLKPENILCESPEKVSPVKICDFDLGSGMKLNNSCTPITTPELTTPCGSAEYMAPEVVEVFTDQATFYDKRCDLWSLGVVLYIMLSGYPPFVGHCGADCGWDRGEVCRVCQNKLFESIQEGKYEFPDKDWAHISSEAKDLISKLLVRDAKQRLSAAQVLQHPWVQGQAPEKGLPTPQVLQRNSSTMDLTLFAAEAIALNRQLSQHEENELAEEPEALADGLCSMKLSPPCKSRLARRRALAQAGRGEDRSPPTAL. (8) The drug is CC(=O)N[C@H](C(=O)N1CCC[C@H]1C(=O)N1CCC[C@H]1C(=O)N[C@H](C(=O)N1CCC[C@H]1C(=O)N[C@@H](CSSC[C@H](NC(=O)[C@@H]1CCCN1C(=O)[C@@H](NC(=O)[C@@H]1CCCN1C(=O)[C@@H]1CCCN1C(=O)[C@@H](NC(C)=O)[C@@H](C)O)[C@@H](C)O)C(=O)N1CCC[C@H]1C(=O)N[C@@H](CO)C(N)=O)C(=O)N1CCC[C@H]1C(=O)N[C@@H](CO)C(N)=O)[C@H](C)O)[C@@H](C)O. The target protein (P09790) has sequence MKAKRFKINAISLSIFLAYALTPYSEAALVRDDVDYQIFRDFAENKGKFFVGATDLSVKNKRGQNIGNALSNVPMIDFSVADVNKRIATVVDPQYAVSVKHAKAEVHTFYYGQYNGHNDVADKENEYRVVEQNNYEPHKAWGASNLGRLEDYNMARFNKFVTEVAPIAPTDAGGGLDTYKDKNRFSSFVRIGAGRQLVYEKGVYHQEGNEKGYDLRDLSQAYRYAIAGTPYKDINIDQTMNTEGLIGFGNHNKQYSAEELKQALSQDALTNYGVLGDSGSPLFAFDKQKNQWVFLGTYDYWAGYGKKSWQEWNIYKKEFADKIKQHDNAGTVKGNGEHHWKTTGTNSHIGSTAVRLANNEGDANNGQNVTFEDNGTLVLNQNINQGAGGLFFKGDYTVKGANNDITWLGAGIDVADGKKVVWQVKNPNGDRLAKIGKGTLEINGTGVNQGQLKVGDGTVILNQKADADKKVQAFSQVGIVSGRGTLVLNSSNQINPDNLY.... The pIC50 is 2.3. (9) The pIC50 is 7.3. The compound is COc1ccccc1C(=O)Nc1cc2c(cc1N1CCCC1)n(C)c(=O)n2C. The target protein (P55201) has sequence MGVDFDVKTFCHNLRATKPPYECPVETCRKVYKSYSGIEYHLYHYDHDNPPPPQQTPLRKHKKKGRQSRPANKQSPSPSEVSQSPGREVMSYAQAQRMVEVDLHGRVHRISIFDNLDVVSEDEEAPEEAPENGSNKENTETPAATPKSGKHKNKEKRKDSNHHHHHNVSASTTPKLPEVVYRELEQDTPDAPPRPTSYYRYIEKSAEELDEEVEYDMDEEDYIWLDIMNERRKTEGVSPIPQEIFEYLMDRLEKESYFESHNKGDPNALVDEDAVCCICNDGECQNSNVILFCDMCNLAVHQECYGVPYIPEGQWLCRRCLQSPSRAVDCALCPNKGGAFKQTDDGRWAHVVCALWIPEVCFANTVFLEPIDSIEHIPPARWKLTCYICKQRGSGACIQCHKANCYTAFHVTCAQQAGLYMKMEPVRETGANGTSFSVRKTAYCDIHTPPGSARRLPALSHSEGEEDEDEEEDEGKGWSSEKVKKAKAKSRIKMKKARKI....